Regression. Given two drug SMILES strings and cell line genomic features, predict the synergy score measuring deviation from expected non-interaction effect. From a dataset of NCI-60 drug combinations with 297,098 pairs across 59 cell lines. Drug 1: CC1C(C(CC(O1)OC2CC(CC3=C2C(=C4C(=C3O)C(=O)C5=C(C4=O)C(=CC=C5)OC)O)(C(=O)C)O)N)O.Cl. Drug 2: C(CN)CNCCSP(=O)(O)O. Cell line: PC-3. Synergy scores: CSS=6.45, Synergy_ZIP=-0.140, Synergy_Bliss=2.01, Synergy_Loewe=-51.0, Synergy_HSA=1.35.